This data is from Forward reaction prediction with 1.9M reactions from USPTO patents (1976-2016). The task is: Predict the product of the given reaction. (1) Given the reactants C([O:3][C:4]([O:6]/[N:7]=[C:8](/[NH2:42])\[C:9]1[CH:14]=[C:13]([C:15]2[N:20]3[CH:21]=[C:22](/[CH:24]=[CH:25]/[C:26]4[CH:35]=[CH:34][C:33]5[C:28](=[CH:29][CH:30]=[CH:31][CH:32]=5)[N:27]=4)[N:23]=[C:19]3[C:18]([N:36]3[CH2:41][CH2:40][O:39][CH2:38][CH2:37]3)=[N:17][CH:16]=2)[CH:12]=[N:11][CH:10]=1)=O)C.C1CCN2C(=NCCC2)CC1, predict the reaction product. The product is: [O:39]1[CH2:38][CH2:37][N:36]([C:18]2[C:19]3[N:20]([CH:21]=[C:22](/[CH:24]=[CH:25]/[C:26]4[CH:35]=[CH:34][C:33]5[C:28](=[CH:29][CH:30]=[CH:31][CH:32]=5)[N:27]=4)[N:23]=3)[C:15]([C:13]3[CH:14]=[C:9]([C:8]4[N:42]=[C:4]([OH:3])[O:6][N:7]=4)[CH:10]=[N:11][CH:12]=3)=[CH:16][N:17]=2)[CH2:41][CH2:40]1. (2) Given the reactants [CH3:1][C@@H:2]1[CH2:6][CH2:5][CH2:4][N:3]1[CH2:7][CH2:8][C:9]1[CH:14]=[CH:13][C:12]([C:15]2[CH:20]=[CH:19][C:18]([C:21]3([C:26](O)=[O:27])[CH2:25][CH2:24][CH2:23][CH2:22]3)=[CH:17][CH:16]=2)=[CH:11][CH:10]=1.Cl.[NH2:30][CH2:31][CH2:32][C:33]([O:35][C:36]([CH3:39])([CH3:38])[CH3:37])=[O:34].CN(C(ON1N=NC2C=CC=NC1=2)=[N+](C)C)C.F[P-](F)(F)(F)(F)F.Cl, predict the reaction product. The product is: [CH3:1][C@@H:2]1[CH2:6][CH2:5][CH2:4][N:3]1[CH2:7][CH2:8][C:9]1[CH:10]=[CH:11][C:12]([C:15]2[CH:20]=[CH:19][C:18]([C:21]3([C:26]([NH:30][CH2:31][CH2:32][C:33]([O:35][C:36]([CH3:39])([CH3:38])[CH3:37])=[O:34])=[O:27])[CH2:22][CH2:23][CH2:24][CH2:25]3)=[CH:17][CH:16]=2)=[CH:13][CH:14]=1. (3) Given the reactants Br[CH:2]([CH2:4]CCCCC)[CH3:3].C[CH:11]([CH2:23][CH2:24]C)[CH2:12][CH2:13][CH2:14][CH2:15][CH2:16][CH2:17][CH2:18][CH2:19][C:20]([OH:22])=[O:21].C=O.[CH2:28](Br)CC, predict the reaction product. The product is: [CH2:3]([CH:19]([CH2:18][CH2:17][CH2:16][CH:15]([CH3:28])[CH2:14][CH2:13][CH2:12][CH2:11][CH2:23][CH3:24])[C:20]([OH:22])=[O:21])[CH2:2][CH3:4]. (4) Given the reactants [CH3:1][C:2]1[CH:23]=[CH:22][CH:21]=[C:20]([CH3:24])[C:3]=1[CH2:4][O:5][C:6]1[CH:7]=[C:8]([CH:14]=[CH:15][C:16]=1[N+:17]([O-:19])=[O:18])[C:9]([O:11]CC)=[O:10].[OH-].[Na+], predict the reaction product. The product is: [CH3:24][C:20]1[CH:21]=[CH:22][CH:23]=[C:2]([CH3:1])[C:3]=1[CH2:4][O:5][C:6]1[CH:7]=[C:8]([CH:14]=[CH:15][C:16]=1[N+:17]([O-:19])=[O:18])[C:9]([OH:11])=[O:10]. (5) The product is: [Cl:1][C:2]1[C:7]([Cl:8])=[CH:6][N:5]=[N:4][C:3]=1[O:9][C:12](=[O:13])[N:11]([CH3:10])[C:15]1[CH:20]=[CH:19][CH:18]=[CH:17][CH:16]=1. Given the reactants [Cl:1][C:2]1[C:7]([Cl:8])=[CH:6][N:5]=[N:4][C:3]=1[OH:9].[CH3:10][N:11]([C:15]1[CH:20]=[CH:19][CH:18]=[CH:17][CH:16]=1)[C:12](Cl)=[O:13].C(N(CC)CC)C, predict the reaction product. (6) Given the reactants Br[C:2]1[CH:3]=[C:4]([CH:9]([OH:19])[CH2:10][CH2:11][NH:12][C:13](=[O:18])[C:14]([F:17])([F:16])[F:15])[CH:5]=[C:6]([F:8])[CH:7]=1.[CH:20]([C:22]1([OH:28])[CH2:27][CH2:26][CH2:25][CH2:24][CH2:23]1)=[CH2:21], predict the reaction product. The product is: [F:15][C:14]([F:17])([F:16])[C:13]([NH:12][CH2:11][CH2:10][CH:9]([C:4]1[CH:3]=[C:2](/[CH:21]=[CH:20]/[C:22]2([OH:28])[CH2:27][CH2:26][CH2:25][CH2:24][CH2:23]2)[CH:7]=[C:6]([F:8])[CH:5]=1)[OH:19])=[O:18]. (7) Given the reactants F[C:2]1[CH:9]=[CH:8][C:7]([C:10]#[N:11])=[CH:6][C:3]=1[CH:4]=O.[C:12]([O:16][CH3:17])(=[O:15])[CH2:13][SH:14].C(=O)([O-])[O-].[K+].[K+].CN(C)C=O, predict the reaction product. The product is: [C:10]([C:7]1[CH:8]=[CH:9][C:2]2[S:14][C:13]([C:12]([O:16][CH3:17])=[O:15])=[CH:4][C:3]=2[CH:6]=1)#[N:11].